Dataset: Reaction yield outcomes from USPTO patents with 853,638 reactions. Task: Predict the reaction yield, written as a fraction of the theoretical maximum amount of product (1.0 means a 100% yield; for example, 0.34 means a 34% yield). The reactants are [NH:1]1[CH2:6][CH2:5][CH:4]([C:7]2[CH:8]=[C:9]3[C:14](=[CH:15][CH:16]=2)[N:13]=[CH:12][CH:11]=[C:10]3[NH:17][C:18]([NH:20][C:21]2[CH:26]=[CH:25][CH:24]=[C:23]([C:27]([F:30])([F:29])[F:28])[N:22]=2)=[O:19])[CH2:3][CH2:2]1.Br[CH2:32][CH2:33][F:34].C(=O)([O-])[O-].[Cs+].[Cs+].C(=O)(O)[O-].[Na+]. The catalyst is O1CCOCC1. The product is [F:34][CH2:33][CH2:32][N:1]1[CH2:6][CH2:5][CH:4]([C:7]2[CH:8]=[C:9]3[C:14](=[CH:15][CH:16]=2)[N:13]=[CH:12][CH:11]=[C:10]3[NH:17][C:18]([NH:20][C:21]2[CH:26]=[CH:25][CH:24]=[C:23]([C:27]([F:28])([F:29])[F:30])[N:22]=2)=[O:19])[CH2:3][CH2:2]1. The yield is 0.300.